From a dataset of Reaction yield outcomes from USPTO patents with 853,638 reactions. Predict the reaction yield, written as a fraction of the theoretical maximum amount of product (1.0 means a 100% yield; for example, 0.34 means a 34% yield). (1) The reactants are F.F.F.C(N(CC)CC)C.C(N(CC)CC)C.[Si]([O:35][CH2:36][C@H:37]1[O:41][C@@H:40]([N:42]2[CH:49]=[C:48]([CH3:50])[C:46](=[O:47])[NH:45][C:43]2=[O:44])[C@H:39]([O:51][CH2:52][CH2:53][O:54][N:55]([CH3:57])[CH3:56])[C@@H:38]1[OH:58])(C(C)(C)C)(C1C=CC=CC=1)C1C=CC=CC=1.CO. The catalyst is C1COCC1.C(Cl)Cl. The product is [CH3:56][N:55]([CH3:57])[O:54][CH2:53][CH2:52][O:51][C@@H:39]1[C@H:38]([OH:58])[C@@H:37]([CH2:36][OH:35])[O:41][C@H:40]1[N:42]1[CH:49]=[C:48]([CH3:50])[C:46](=[O:47])[NH:45][C:43]1=[O:44]. The yield is 0.925. (2) The reactants are [Cl:1][C:2]1[CH:3]=[C:4]([N:9]=[C:10]2[N:13]([C:14](=O)[CH2:15][N:16]3C(=O)C4C(=CC=CC=4)C3=O)CS2)[CH:5]=[C:6]([Cl:8])[CH:7]=1.[NH2:28][NH2:29]. The catalyst is C(#N)C. The product is [NH2:16][CH2:15][C:14]1[N:13]=[C:10]([NH:9][C:4]2[CH:5]=[C:6]([Cl:8])[CH:7]=[C:2]([Cl:1])[CH:3]=2)[NH:28][N:29]=1. The yield is 0.0600. (3) The yield is 0.290. The product is [OH:1][C@@:2]1([C:9]#[C:10][C:11]2[CH:12]=[C:13]([N:17]3[C:21]4[N:22]=[C:23]([CH3:25])[S:24][C:20]=4[C:19]([C:26]([NH2:31])=[O:28])=[N:18]3)[CH:14]=[CH:15][CH:16]=2)[CH2:6][CH2:5][N:4]([CH3:7])[C:3]1=[O:8]. The catalyst is CO. The reactants are [OH:1][C@@:2]1([C:9]#[C:10][C:11]2[CH:12]=[C:13]([N:17]3[C:21]4[N:22]=[C:23]([CH3:25])[S:24][C:20]=4[C:19]([C:26]([O:28]CC)=O)=[N:18]3)[CH:14]=[CH:15][CH:16]=2)[CH2:6][CH2:5][N:4]([CH3:7])[C:3]1=[O:8].[NH3:31]. (4) The reactants are [NH2:1][CH2:2][C:3]1[CH:4]=[C:5]([CH2:9][N:10]2[C:18]3[C:13](=[C:14]([O:19][CH3:20])[CH:15]=[CH:16][CH:17]=3)[C:12]([NH:21][S:22]([C:25]3[S:26][C:27]([Cl:30])=[CH:28][CH:29]=3)(=[O:24])=[O:23])=[N:11]2)[CH:6]=[CH:7][CH:8]=1.C(N(CC)C(C)C)(C)C.[C:40]1(=[O:50])[O:45][C:43](=[O:44])[C:42]2=[CH:46][CH:47]=[CH:48][CH:49]=[C:41]12. The catalyst is C1COCC1. The product is [Cl:30][C:27]1[S:26][C:25]([S:22]([NH:21][C:12]2[C:13]3[C:18](=[CH:17][CH:16]=[CH:15][C:14]=3[O:19][CH3:20])[N:10]([CH2:9][C:5]3[CH:4]=[C:3]([CH2:2][NH:1][C:40]([C:41]4[CH:49]=[CH:48][CH:47]=[CH:46][C:42]=4[C:43]([OH:45])=[O:44])=[O:50])[CH:8]=[CH:7][CH:6]=3)[N:11]=2)(=[O:24])=[O:23])=[CH:29][CH:28]=1. The yield is 0.510. (5) The yield is 0.594. The reactants are [C:1]([O:4][C:5]1[CH:13]=[CH:12][C:11]([Br:14])=[CH:10][C:6]=1[C:7]([OH:9])=O)(=[O:3])[CH3:2].[NH2:15][C:16]1[S:17][CH:18]=[C:19]([C:21]([CH3:24])([CH3:23])[CH3:22])[N:20]=1. The product is [C:1]([O:4][C:5]1[CH:13]=[CH:12][C:11]([Br:14])=[CH:10][C:6]=1[C:7]([NH:15][C:16]1[S:17][CH:18]=[C:19]([C:21]([CH3:24])([CH3:23])[CH3:22])[N:20]=1)=[O:9])(=[O:3])[CH3:2]. No catalyst specified.